This data is from Reaction yield outcomes from USPTO patents with 853,638 reactions. The task is: Predict the reaction yield, written as a fraction of the theoretical maximum amount of product (1.0 means a 100% yield; for example, 0.34 means a 34% yield). (1) The reactants are Br[CH:2]([CH3:4])[CH3:3].[CH3:5][O:6][C:7]([C:9]1[C:18]([OH:19])=[C:17]2[C:12]([CH:13]=[CH:14][CH:15]=[N:16]2)=[CH:11][N:10]=1)=[O:8].C([O-])([O-])=O.[K+].[K+].[NH4+].[Cl-]. The catalyst is CS(C)=O. The product is [CH3:5][O:6][C:7]([C:9]1[C:18]([O:19][CH:2]([CH3:4])[CH3:3])=[C:17]2[C:12]([CH:13]=[CH:14][CH:15]=[N:16]2)=[CH:11][N:10]=1)=[O:8]. The yield is 0.880. (2) The reactants are [C:1]([O:5][C:6]([N:8]1[CH2:25][CH2:24][C:11]2([O:16][CH:15]([C:17](O)=[O:18])[CH2:14][N:13]([CH2:20][CH:21]([F:23])[F:22])[CH2:12]2)[CH2:10][CH2:9]1)=[O:7])([CH3:4])([CH3:3])[CH3:2].[CH2:26]([NH2:29])[CH:27]=[CH2:28].C(P1(=O)OP(CCC)(=O)OP(CCC)(=O)O1)CC.C(N(CC)CC)C. The catalyst is CC1CCCO1. The product is [CH2:26]([NH:29][C:17]([CH:15]1[CH2:14][N:13]([CH2:20][CH:21]([F:23])[F:22])[CH2:12][C:11]2([CH2:10][CH2:9][N:8]([C:6]([O:5][C:1]([CH3:2])([CH3:4])[CH3:3])=[O:7])[CH2:25][CH2:24]2)[O:16]1)=[O:18])[CH:27]=[CH2:28]. The yield is 0.830.